From a dataset of hERG Central: cardiac toxicity at 1µM, 10µM, and general inhibition. Predict hERG channel inhibition at various concentrations. (1) The compound is CCOC(=O)C1(Cc2ccccc2)CCCN(Cc2ccc(OCC)c(CO)c2)C1. Results: hERG_inhib (hERG inhibition (general)): blocker. (2) The molecule is CCN(CC)CCOC(=O)C(Cc1cccc2ccccc12)CC1CCCO1.O=C(O)C(=O)O. Results: hERG_inhib (hERG inhibition (general)): blocker. (3) The molecule is Cc1cc(-c2ccccc2)nc2cc(C(=O)NCc3ccco3)nn12. Results: hERG_inhib (hERG inhibition (general)): blocker. (4) The drug is Cc1cc(C)n(-c2cc(N3CCN(C(=O)c4cccc(Br)c4)CC3)ccc2[N+](=O)[O-])n1. Results: hERG_inhib (hERG inhibition (general)): blocker. (5) Results: hERG_inhib (hERG inhibition (general)): blocker. The molecule is CCOCCCn1c(=NC(=O)c2cccnc2)c(C(=O)OCC)cc2c(=O)n3ccccc3nc21. (6) The molecule is COc1ccccc1C1Nc2cccc3cccc(c23)N1. Results: hERG_inhib (hERG inhibition (general)): blocker.